Dataset: Reaction yield outcomes from USPTO patents with 853,638 reactions. Task: Predict the reaction yield, written as a fraction of the theoretical maximum amount of product (1.0 means a 100% yield; for example, 0.34 means a 34% yield). The reactants are [NH2:1][C:2]1[C:11]([F:12])=[C:10]([N:13]2[CH2:17][CH2:16][C@@H:15]([CH:18]([NH2:24])C3SC=CN=3)[CH2:14]2)[C:9]([F:25])=[C:8]2[C:3]=1[C:4](=[O:33])[C:5]([C:30]([OH:32])=[O:31])=[CH:6][N:7]2[C@@H:26]1[CH2:28][C@@H:27]1[F:29].C(#N)C.NC1C(F)=C(F)C(F)=[C:44]2[C:39]=1[C:40](=O)[C:41](C(O)=O)=[CH:42][N:43]2[C@@H]1C[C@@H]1F. The catalyst is C(N(CC)CC)C. The product is [NH2:1][C:2]1[C:11]([F:12])=[C:10]([N:13]2[CH2:17][CH2:16][C@@H:15]([CH:18]([NH2:24])[C:41]3[CH:42]=[N:43][CH:44]=[CH:39][CH:40]=3)[CH2:14]2)[C:9]([F:25])=[C:8]2[C:3]=1[C:4](=[O:33])[C:5]([C:30]([OH:32])=[O:31])=[CH:6][N:7]2[C@@H:26]1[CH2:28][C@@H:27]1[F:29]. The yield is 0.320.